From a dataset of Reaction yield outcomes from USPTO patents with 853,638 reactions. Predict the reaction yield, written as a fraction of the theoretical maximum amount of product (1.0 means a 100% yield; for example, 0.34 means a 34% yield). (1) The reactants are [CH2:1]([O:5][C:6]1[CH:10]=[C:9]([CH2:11][CH2:12][S:13]([NH2:16])(=[O:15])=[O:14])[N:8]([CH2:17][C:18]2[CH:23]=[CH:22][C:21]([Cl:24])=[CH:20][C:19]=2[Cl:25])[N:7]=1)[CH2:2][CH2:3][CH3:4].N1(C2C=CN=CC=2)CCCC1.[C:37](Cl)(=[O:43])[CH2:38][CH2:39][CH2:40][CH2:41][CH3:42].Cl. The catalyst is N1C=CC=CC=1. The product is [CH2:1]([O:5][C:6]1[CH:10]=[C:9]([CH2:11][CH2:12][S:13]([NH:16][C:37](=[O:43])[CH2:38][CH2:39][CH2:40][CH2:41][CH3:42])(=[O:14])=[O:15])[N:8]([CH2:17][C:18]2[CH:23]=[CH:22][C:21]([Cl:24])=[CH:20][C:19]=2[Cl:25])[N:7]=1)[CH2:2][CH2:3][CH3:4]. The yield is 0.400. (2) The reactants are [Cl:1][C:2]1[CH:3]=[C:4]([CH:9](O)[C:10]([F:13])([F:12])[F:11])[CH:5]=[C:6]([Cl:8])[CH:7]=1.[Br:15]N1C(=O)CCC1=O.P(OC1C=CC=CC=1)(OC1C=CC=CC=1)OC1C=CC=CC=1. The yield is 0.400. The product is [Br:15][CH:9]([C:4]1[CH:3]=[C:2]([Cl:1])[CH:7]=[C:6]([Cl:8])[CH:5]=1)[C:10]([F:13])([F:12])[F:11]. The catalyst is ClCCl. (3) The reactants are [CH:1]([C:4]1[CH:9]=[CH:8][C:7]([CH3:10])=[CH:6][C:5]=1[NH:11][C:12]([NH:14][C:15]([NH:17][CH2:18][CH2:19][CH2:20][C:21]1[CH:26]=[CH:25][C:24]([C:27]2[N:31]=[CH:30][N:29]([C:32]3[CH:37]=[CH:36][C:35]([O:38][C:39]([F:42])([F:41])[F:40])=[CH:34][CH:33]=3)[N:28]=2)=[CH:23][CH:22]=1)=[O:16])=[S:13])([CH3:3])[CH3:2].[C:43]([O-])(=[O:45])[CH3:44].[Na+].C(O)C.BrCC(OC)=O. The catalyst is ClCCl. The product is [CH:1]([C:4]1[CH:9]=[CH:8][C:7]([CH3:10])=[CH:6][C:5]=1[N:11]1[C:43](=[O:45])[CH2:44][S:13]/[C:12]/1=[N:14]\[C:15]([NH:17][CH2:18][CH2:19][CH2:20][C:21]1[CH:26]=[CH:25][C:24]([C:27]2[N:31]=[CH:30][N:29]([C:32]3[CH:37]=[CH:36][C:35]([O:38][C:39]([F:41])([F:42])[F:40])=[CH:34][CH:33]=3)[N:28]=2)=[CH:23][CH:22]=1)=[O:16])([CH3:3])[CH3:2]. The yield is 0.680. (4) The reactants are [OH:1][CH2:2][C:3]([CH3:8])([CH3:7])[CH2:4][C:5]#[N:6].[OH-].[NH4+].[H][H].[C:13](O[C:13]([O:15][C:16]([CH3:19])([CH3:18])[CH3:17])=[O:14])([O:15][C:16]([CH3:19])([CH3:18])[CH3:17])=[O:14]. The catalyst is C(O)C.O. The product is [C:16]([O:15][C:13]([NH:6][CH2:5][CH2:4][C:3]([CH3:8])([CH3:7])[CH2:2][OH:1])=[O:14])([CH3:19])([CH3:18])[CH3:17]. The yield is 0.660. (5) The reactants are C([NH:5][C:6]([C:8]1[C:16]2[C:11](=[N:12][CH:13]=[C:14](C3C4C(=CC=C(OC(F)F)C=4)NN=3)[N:15]=2)[N:10](COCC[Si](C)(C)C)[CH:9]=1)=[O:7])(C)(C)C.BrCC1CC1.C(=O)([O-])[O-].[Cs+].[Cs+]. The catalyst is CN(C=O)C. The product is [N:15]1[CH:14]=[CH:13][N:12]=[C:11]2[NH:10][CH:9]=[C:8]([C:6]([NH2:5])=[O:7])[C:16]=12. The yield is 0.860. (6) The reactants are [Br:1][C:2]1[CH:7]=[C:6]([C:8]([F:20])([C:16]([F:19])([F:18])[F:17])[C:9]([F:15])([F:14])[C:10]([F:13])([F:12])[F:11])[CH:5]=[C:4]([Cl:21])[C:3]=1[NH:22][C:23](=[O:35])[C:24]1[CH:29]=[CH:28][C:27]([C:30]#[N:31])=[C:26]([N+:32]([O-])=O)[CH:25]=1.[OH-].[Na+].S(S([O-])=O)([O-])=O.[Na+].[Na+]. The catalyst is O1CCCC1.[Br-].C([N+](CCCC)(CCCC)CCCC)CCC. The product is [NH2:32][C:26]1[CH:25]=[C:24]([CH:29]=[CH:28][C:27]=1[C:30]#[N:31])[C:23]([NH:22][C:3]1[C:4]([Cl:21])=[CH:5][C:6]([C:8]([F:20])([C:16]([F:17])([F:18])[F:19])[C:9]([F:14])([F:15])[C:10]([F:11])([F:12])[F:13])=[CH:7][C:2]=1[Br:1])=[O:35]. The yield is 0.784. (7) The reactants are [Cl:1][C:2]1[CH:3]=[C:4]([C:9]([OH:18])([CH2:15][CH2:16][OH:17])[C:10]([O:12][CH2:13][CH3:14])=[O:11])[CH:5]=[CH:6][C:7]=1[Cl:8].[S:19](Cl)([C:22]1[CH:28]=[CH:27][C:25]([CH3:26])=[CH:24][CH:23]=1)(=[O:21])=[O:20].N12CCCN=C1CCCCC2. The catalyst is C(Cl)Cl. The product is [Cl:1][C:2]1[CH:3]=[C:4]([C:9]([OH:18])([CH2:15][CH2:16][O:17][S:19]([C:22]2[CH:28]=[CH:27][C:25]([CH3:26])=[CH:24][CH:23]=2)(=[O:21])=[O:20])[C:10]([O:12][CH2:13][CH3:14])=[O:11])[CH:5]=[CH:6][C:7]=1[Cl:8]. The yield is 0.250. (8) The reactants are [F:1][CH:2]([F:14])[C:3]1[CH:12]=[C:11]2[C:6]([CH:7]([CH3:13])[CH2:8][CH2:9][NH:10]2)=[CH:5][CH:4]=1.Br[C:16]1[C:20]2[CH2:21][N:22]([C:25]([O:27][C:28]([CH3:31])([CH3:30])[CH3:29])=[O:26])[CH2:23][CH2:24][C:19]=2[N:18]([CH:32]2[CH2:37][CH2:36][O:35][CH2:34][CH2:33]2)[N:17]=1.C(O[Na])(C)(C)C.C1(P(C2CCCCC2)C2C=CC=CC=2C2C(OC(C)C)=CC=CC=2OC(C)C)CCCCC1. The catalyst is O1CCOCC1. The product is [F:14][CH:2]([F:1])[C:3]1[CH:12]=[C:11]2[C:6]([CH:7]([CH3:13])[CH2:8][CH2:9][N:10]2[C:16]2[C:20]3[CH2:21][N:22]([C:25]([O:27][C:28]([CH3:30])([CH3:31])[CH3:29])=[O:26])[CH2:23][CH2:24][C:19]=3[N:18]([CH:32]3[CH2:33][CH2:34][O:35][CH2:36][CH2:37]3)[N:17]=2)=[CH:5][CH:4]=1. The yield is 0.440. (9) The reactants are N1C=CN=C1.[C:6]([Si:10]([CH3:13])([CH3:12])Cl)([CH3:9])([CH3:8])[CH3:7].[CH2:14]([OH:17])[C:15]#[CH:16]. The catalyst is C(Cl)Cl. The product is [C:6]([Si:10]([CH3:13])([CH3:12])[O:17][CH2:14][C:15]#[CH:16])([CH3:9])([CH3:8])[CH3:7]. The yield is 0.870.